Predict the reactants needed to synthesize the given product. From a dataset of Full USPTO retrosynthesis dataset with 1.9M reactions from patents (1976-2016). Given the product [O:32]=[C:14]1[CH:13]=[C:12]2[C:17]([CH2:18][C@@:3]3([CH2:11]2)[C:4]2[CH:9]=[N:8][CH:7]=[N:6][C:5]=2[NH:10][CH2:2]3)=[CH:16][CH:15]1[C:19]([OH:21])=[O:20].[Cl-:23].[Li+:31].[ClH:23].[CH2:24]([N:26]([CH2:29][CH3:30])[CH2:27][CH3:28])[CH3:25], predict the reactants needed to synthesize it. The reactants are: O=[C:2]1[NH:10][C:5]2[N:6]=[CH:7][N:8]=[CH:9][C:4]=2[C@:3]21[CH2:18][C:17]1[C:12](=[CH:13][CH:14]=[C:15]([C:19]([O:21]C)=[O:20])[CH:16]=1)[CH2:11]2.[ClH:23].[CH2:24]([N:26]([CH2:29][CH3:30])[CH2:27][CH3:28])[CH3:25].[Li+:31].[OH-:32].Cl.